From a dataset of Forward reaction prediction with 1.9M reactions from USPTO patents (1976-2016). Predict the product of the given reaction. Given the reactants F[C:2]1[CH:11]=[C:10]2[C:5]([C:6](=[O:13])[NH:7][C:8](=[O:12])[NH:9]2)=[CH:4][CH:3]=1.[NH2:14][C@H:15]1[CH2:20][CH2:19][C@H:18]([NH2:21])[CH2:17][CH2:16]1, predict the reaction product. The product is: [NH2:14][C@H:15]1[CH2:20][CH2:19][C@H:18]([NH:21][C:2]2[CH:11]=[C:10]3[C:5]([C:6](=[O:13])[NH:7][C:8](=[O:12])[NH:9]3)=[CH:4][CH:3]=2)[CH2:17][CH2:16]1.